Dataset: Full USPTO retrosynthesis dataset with 1.9M reactions from patents (1976-2016). Task: Predict the reactants needed to synthesize the given product. (1) Given the product [F:1]/[C:2](/[CH2:13][O:14][C:15]1[CH:20]=[CH:19][CH:18]=[CH:17][CH:16]=1)=[CH:3]/[CH2:4][NH:5][C:6](=[O:12])[O:7][C:8]([CH3:9])([CH3:10])[CH3:11], predict the reactants needed to synthesize it. The reactants are: [F:1]/[C:2](/[CH2:13][OH:14])=[CH:3]/[CH2:4][NH:5][C:6](=[O:12])[O:7][C:8]([CH3:11])([CH3:10])[CH3:9].[C:15]1(P([C:15]2[CH:20]=[CH:19][CH:18]=[CH:17][CH:16]=2)[C:15]2[CH:20]=[CH:19][CH:18]=[CH:17][CH:16]=2)[CH:20]=[CH:19][CH:18]=[CH:17][CH:16]=1.C1(O)C=CC=CC=1.N(C(OC(C)C)=O)=NC(OC(C)C)=O. (2) Given the product [NH2:21][C:20]1[S:22][C:16](=[CH:28][C:30]2[N:31]=[C:32]3[C:37](=[CH:38][CH:39]=2)[N:36]=[CH:35][C:34]([C:40]#[N:41])=[C:33]3[O:42][CH:43]([CH3:45])[CH3:44])[C:17](=[O:18])[N:19]=1, predict the reactants needed to synthesize it. The reactants are: COC1C=CC(/C=[C:16]2/[C:17]([NH:19][C:20]([S:22]/2)=[NH:21])=[O:18])=CC=1OC1CCCC1.C(O[Na])(C)=O.[CH:28]([C:30]1[N:31]=[C:32]2[C:37](=[CH:38][CH:39]=1)[N:36]=[CH:35][C:34]([C:40]#[N:41])=[C:33]2[O:42][CH:43]([CH3:45])[CH3:44])=O. (3) Given the product [Br:40][C:23]1[CH:22]=[C:21]([NH:20][C:5]2[C:4]([C:1](=[O:3])[NH2:2])=[N:9][CH:8]=[C:7]([O:10][C:11]3[CH:16]=[CH:15][CH:14]=[C:13]([N+:17]([O-:19])=[O:18])[CH:12]=3)[N:6]=2)[CH:26]=[CH:25][C:24]=1[N:27]1[CH2:28][CH2:29][N:30]([C:33]([O:35][C:36]([CH3:39])([CH3:38])[CH3:37])=[O:34])[CH2:31][CH2:32]1, predict the reactants needed to synthesize it. The reactants are: [C:1]([C:4]1[C:5]([NH:20][C:21]2[CH:26]=[CH:25][C:24]([N:27]3[CH2:32][CH2:31][N:30]([C:33]([O:35][C:36]([CH3:39])([CH3:38])[CH3:37])=[O:34])[CH2:29][CH2:28]3)=[CH:23][CH:22]=2)=[N:6][C:7]([O:10][C:11]2[CH:16]=[CH:15][CH:14]=[C:13]([N+:17]([O-:19])=[O:18])[CH:12]=2)=[CH:8][N:9]=1)(=[O:3])[NH2:2].[Br:40]N1C(=O)CCC1=O. (4) Given the product [CH2:22]([O:21][C:3]1[CH:4]=[C:5]([CH:19]=[CH:20][C:2]=1[B:27]1[O:28][C:29]([CH3:31])([CH3:30])[C:25]([CH3:41])([CH3:24])[O:26]1)[C:6]([NH:8][C:9]1[CH:13]=[C:12]([C:14]([F:17])([F:16])[F:15])[N:11]([CH3:18])[N:10]=1)=[O:7])[CH3:23], predict the reactants needed to synthesize it. The reactants are: Br[C:2]1[CH:20]=[CH:19][C:5]([C:6]([NH:8][C:9]2[CH:13]=[C:12]([C:14]([F:17])([F:16])[F:15])[N:11]([CH3:18])[N:10]=2)=[O:7])=[CH:4][C:3]=1[O:21][CH2:22][CH3:23].[CH3:24][C:25]1([CH3:41])[C:29]([CH3:31])([CH3:30])[O:28][B:27]([B:27]2[O:28][C:29]([CH3:31])([CH3:30])[C:25]([CH3:41])([CH3:24])[O:26]2)[O:26]1.C([O-])(=O)C.[K+]. (5) The reactants are: O=[C:2]1[CH2:7][CH2:6][N:5]([C:8]([O:10][C:11]([CH3:14])([CH3:13])[CH3:12])=[O:9])[CH2:4][CH2:3]1.[ClH:15].[NH2:16][NH2:17].[H][H]. Given the product [ClH:15].[NH:16]([CH:2]1[CH2:7][CH2:6][N:5]([C:8]([O:10][C:11]([CH3:14])([CH3:13])[CH3:12])=[O:9])[CH2:4][CH2:3]1)[NH2:17], predict the reactants needed to synthesize it.